From a dataset of Full USPTO retrosynthesis dataset with 1.9M reactions from patents (1976-2016). Predict the reactants needed to synthesize the given product. (1) Given the product [OH:1][C@@H:2]1[CH2:25][CH2:24][C@@:23]2([CH3:26])[C@H:4]([C@@H:5]([CH2:29][CH3:30])[C:6](=[O:28])[C@@H:7]3[C@@H:22]2[CH2:21][CH2:20][C@@:19]2([CH3:27])[C@H:8]3[CH2:9][CH2:10][C@@H:11]2[C@H:12]([CH3:18])[CH2:13][CH2:14][C:15]([OH:17])=[O:16])[CH2:3]1, predict the reactants needed to synthesize it. The reactants are: [OH:1][C@@H:2]1[CH2:25][CH2:24][C@@:23]2([CH3:26])[C@H:4]([C:5](=[CH:29][CH3:30])[C:6](=[O:28])[C@@H:7]3[C@@H:22]2[CH2:21][CH2:20][C@@:19]2([CH3:27])[C@H:8]3[CH2:9][CH2:10][C@@H:11]2[C@H:12]([CH3:18])[CH2:13][CH2:14][C:15]([OH:17])=[O:16])[CH2:3]1.O.[OH-].[Na+].Cl. (2) The reactants are: [C:1]([C:5]1[CH:9]=[C:8]([NH:10][C:11](=[O:19])OC2C=CC=CC=2)[N:7]([CH3:20])[N:6]=1)([CH3:4])([CH3:3])[CH3:2].[CH3:21][O:22][CH2:23][CH2:24][O:25][CH2:26][CH2:27][O:28][CH2:29][CH2:30][O:31][CH2:32][CH2:33][O:34][CH2:35][CH2:36][O:37][CH2:38][CH2:39][O:40][CH2:41][CH2:42][O:43][C:44]1[CH:45]=[C:46]([NH:52][C:53]2[N:58]=[C:57]([O:59][C:60]3[C:69]4[C:64](=[CH:65][CH:66]=[CH:67][CH:68]=4)[C:63]([NH2:70])=[CH:62][CH:61]=3)[CH:56]=[CH:55][N:54]=2)[CH:47]=[C:48]([O:50][CH3:51])[CH:49]=1.C(N(CC)CC)C. Given the product [CH3:21][O:22][CH2:23][CH2:24][O:25][CH2:26][CH2:27][O:28][CH2:29][CH2:30][O:31][CH2:32][CH2:33][O:34][CH2:35][CH2:36][O:37][CH2:38][CH2:39][O:40][CH2:41][CH2:42][O:43][C:44]1[CH:45]=[C:46]([NH:52][C:53]2[N:58]=[C:57]([O:59][C:60]3[C:69]4[C:64](=[CH:65][CH:66]=[CH:67][CH:68]=4)[C:63]([NH:70][C:11]([NH:10][C:8]4[N:7]([CH3:20])[N:6]=[C:5]([C:1]([CH3:2])([CH3:3])[CH3:4])[CH:9]=4)=[O:19])=[CH:62][CH:61]=3)[CH:56]=[CH:55][N:54]=2)[CH:47]=[C:48]([O:50][CH3:51])[CH:49]=1, predict the reactants needed to synthesize it. (3) Given the product [F:24][C:25]1([F:33])[CH2:30][CH2:29][CH:28]([CH2:31][NH:32][CH2:6][CH2:7][N:8]2[CH:12]=[C:11]([C:13]3[CH:18]=[C:17]([C:19]([OH:21])=[O:20])[CH:16]=[CH:15][N:14]=3)[N:10]=[CH:9]2)[CH2:27][CH2:26]1, predict the reactants needed to synthesize it. The reactants are: CS(O[CH2:6][CH2:7][N:8]1[CH:12]=[C:11]([C:13]2[CH:18]=[C:17]([C:19]([O:21]C)=[O:20])[CH:16]=[CH:15][N:14]=2)[N:10]=[CH:9]1)(=O)=O.Cl.[F:24][C:25]1([F:33])[CH2:30][CH2:29][CH:28]([CH2:31][NH2:32])[CH2:27][CH2:26]1. (4) The reactants are: C[O:2][C:3](=[O:23])[CH:4]([C:11]1[CH:16]=[CH:15][C:14]([C:17]2[CH:18]=[N:19][CH:20]=[CH:21][CH:22]=2)=[CH:13][CH:12]=1)[CH2:5][CH:6]1[CH2:10][CH2:9][CH2:8][CH2:7]1.[OH-].[Li+]. Given the product [CH:6]1([CH2:5][CH:4]([C:11]2[CH:12]=[CH:13][C:14]([C:17]3[CH:18]=[N:19][CH:20]=[CH:21][CH:22]=3)=[CH:15][CH:16]=2)[C:3]([OH:23])=[O:2])[CH2:10][CH2:9][CH2:8][CH2:7]1, predict the reactants needed to synthesize it. (5) The reactants are: [Cl:1][C:2]1[CH:3]=[C:4]([CH:14]=[O:15])[CH:5]=[C:6]2[C:11]=1S[CH2:9][CH2:8][C:7]2([CH3:13])[CH3:12].[OH:16]O.[NH4+].[Cl-].O[O:21][S:22]([O-:24])=O.[K+]. Given the product [Cl:1][C:2]1[CH:3]=[C:4]([C:14]([OH:15])=[O:16])[CH:5]=[C:6]2[C:11]=1[S:22](=[O:24])(=[O:21])[CH2:9][CH2:8][C:7]2([CH3:13])[CH3:12], predict the reactants needed to synthesize it. (6) The reactants are: [C:1]1([C:7]2[N:8]([C:12]3[CH:17]=[CH:16][N:15]=[C:14]([NH:18][C:19]4[CH:20]=[N:21][CH:22]=[CH:23][CH:24]=4)[N:13]=3)[CH:9]=[CH:10][N:11]=2)[CH:6]=[CH:5][CH:4]=[CH:3][CH:2]=1.[OH:25]O. Given the product [O-:25][N+:21]1[CH:22]=[CH:23][CH:24]=[C:19]([NH:18][C:14]2[N:13]=[C:12]([N:8]3[CH:9]=[CH:10][N:11]=[C:7]3[C:1]3[CH:2]=[CH:3][CH:4]=[CH:5][CH:6]=3)[CH:17]=[CH:16][N:15]=2)[CH:20]=1, predict the reactants needed to synthesize it.